Dataset: Forward reaction prediction with 1.9M reactions from USPTO patents (1976-2016). Task: Predict the product of the given reaction. (1) The product is: [Br:27][C:9]1[S:10][C:11]2[NH:12][C:13](=[O:20])[C:14]([C:18]#[N:19])=[C:15]([OH:17])[C:16]=2[C:8]=1[C:5]1[CH:4]=[CH:3][C:2]([Cl:1])=[CH:7][CH:6]=1. Given the reactants [Cl:1][C:2]1[CH:7]=[CH:6][C:5]([C:8]2[C:16]3[C:15]([OH:17])=[C:14]([C:18]#[N:19])[C:13](=[O:20])[NH:12][C:11]=3[S:10][CH:9]=2)=[CH:4][CH:3]=1.C1C=C[NH+]=CC=1.[Br:27][Br-]Br, predict the reaction product. (2) The product is: [CH3:1][C@:2]12[CH2:3][CH2:4][C@H:5]3[C@@H:14]([CH2:13][CH2:12][C:11]4[CH:10]=[CH:9][CH:8]=[CH:7][C:6]=43)[C@@H:15]1[CH2:16][CH2:17][C:18]2=[O:19]. Given the reactants [CH3:1][C@@:2]12[C:18](=[O:19])[CH2:17][CH2:16][C@H:15]1[C@H:14]1[C@@H:5]([C:6]3[CH:7]=[CH:8][C:9](O)=[CH:10][C:11]=3[CH2:12][CH2:13]1)[CH2:4][CH2:3]2.FC(F)(F)C(OC(=O)C(F)(F)F)=O.CCN(CC)CC.C(O)=O, predict the reaction product. (3) The product is: [CH3:8][C:2]([O:9][C:10]1[N:14]([C:15]2[C:24]3[C:19](=[CH:20][CH:21]=[CH:22][CH:23]=3)[CH:18]=[CH:17][CH:16]=2)[N:13]=[CH:12][CH:11]=1)([CH3:1])[C:3]([OH:5])=[O:4]. Given the reactants [CH3:1][C:2]([O:9][C:10]1[N:14]([C:15]2[C:24]3[C:19](=[CH:20][CH:21]=[CH:22][CH:23]=3)[CH:18]=[CH:17][CH:16]=2)[N:13]=[CH:12][CH:11]=1)([CH3:8])[C:3]([O:5]CC)=[O:4].[OH-].[Na+], predict the reaction product. (4) The product is: [C:9]1([CH2:15][O:16][C:17]2[CH:18]=[CH:19][C:20]([CH2:23][CH:24]([CH2:1][CH3:2])[C:25]([O:27][CH3:28])=[O:26])=[CH:21][CH:22]=2)[CH:14]=[CH:13][CH:12]=[CH:11][CH:10]=1. Given the reactants [CH:1]([N-]C(C)C)(C)[CH3:2].[Li+].[C:9]1([CH2:15][O:16][C:17]2[CH:22]=[CH:21][C:20]([CH2:23][CH2:24][C:25]([O:27][CH3:28])=[O:26])=[CH:19][CH:18]=2)[CH:14]=[CH:13][CH:12]=[CH:11][CH:10]=1.ICC, predict the reaction product. (5) Given the reactants [C:1]1([C:18]2[CH:23]=[CH:22][CH:21]=[CH:20][CH:19]=2)[CH:6]=[CH:5][CH:4]=[CH:3][C:2]=1[NH:7][C:8](=O)[C:9]1[CH:14]=[CH:13][C:12]([CH2:15][Cl:16])=[CH:11][CH:10]=1.O=P(Cl)(Cl)Cl, predict the reaction product. The product is: [Cl:16][CH2:15][C:12]1[CH:13]=[CH:14][C:9]([C:8]2[N:7]=[C:2]3[C:1](=[C:18]4[C:23]=2[CH:22]=[CH:21][CH:20]=[CH:19]4)[CH:6]=[CH:5][CH:4]=[CH:3]3)=[CH:10][CH:11]=1. (6) Given the reactants [F:1][C:2]([F:39])([F:38])[C:3]1[CH:33]=[C:32]([C:34]([F:37])([F:36])[F:35])[CH:31]=[CH:30][C:4]=1[CH2:5][N:6]1[C:14]2[C:9](=[CH:10][C:11](/[CH:15]=[C:16]3/[C:17](=[O:29])[N:18]([C@@H:22]4[CH2:27][CH2:26][NH:25][CH2:24][C@H:23]4[OH:28])[C:19](=[O:21])[S:20]/3)=[CH:12][CH:13]=2)[CH:8]=[N:7]1.[CH2:40]=O, predict the reaction product. The product is: [F:39][C:2]([F:38])([F:1])[C:3]1[CH:33]=[C:32]([C:34]([F:35])([F:36])[F:37])[CH:31]=[CH:30][C:4]=1[CH2:5][N:6]1[C:14]2[C:9](=[CH:10][C:11](/[CH:15]=[C:16]3/[C:17](=[O:29])[N:18]([C@@H:22]4[CH2:27][CH2:26][N:25]([CH3:40])[CH2:24][C@H:23]4[OH:28])[C:19](=[O:21])[S:20]/3)=[CH:12][CH:13]=2)[CH:8]=[N:7]1. (7) Given the reactants C([O:4][CH2:5][C:6]([NH:8][C:9]1[N:10]=[C:11]2[CH:16]=[CH:15][C:14]([O:17][C:18]3[CH:23]=[CH:22][CH:21]=[C:20]([NH:24][C:25](=[O:37])[C:26]4[CH:31]=[CH:30][CH:29]=[C:28]([C:32]5([C:35]#[N:36])[CH2:34][CH2:33]5)[CH:27]=4)[CH:19]=3)=[N:13][N:12]2[CH:38]=1)=[O:7])(=O)C.[OH-].[Na+], predict the reaction product. The product is: [C:35]([C:32]1([C:28]2[CH:27]=[C:26]([CH:31]=[CH:30][CH:29]=2)[C:25]([NH:24][C:20]2[CH:21]=[CH:22][CH:23]=[C:18]([O:17][C:14]3[CH:15]=[CH:16][C:11]4[N:12]([CH:38]=[C:9]([NH:8][C:6](=[O:7])[CH2:5][OH:4])[N:10]=4)[N:13]=3)[CH:19]=2)=[O:37])[CH2:34][CH2:33]1)#[N:36]. (8) Given the reactants B.C1COCC1.[F:7][C:8]1[CH:9]=[C:10]([CH:24]=[C:25]([O:27][C:28]2[CH:33]=[CH:32][CH:31]=[CH:30][CH:29]=2)[CH:26]=1)[CH2:11][O:12][C:13]12[CH2:19][C:16]([CH2:20][C:21](O)=[O:22])([CH2:17][CH2:18]1)[CH2:15][CH2:14]2, predict the reaction product. The product is: [F:7][C:8]1[CH:9]=[C:10]([CH:24]=[C:25]([O:27][C:28]2[CH:33]=[CH:32][CH:31]=[CH:30][CH:29]=2)[CH:26]=1)[CH2:11][O:12][C:13]12[CH2:19][C:16]([CH2:20][CH2:21][OH:22])([CH2:17][CH2:18]1)[CH2:15][CH2:14]2.